This data is from Full USPTO retrosynthesis dataset with 1.9M reactions from patents (1976-2016). The task is: Predict the reactants needed to synthesize the given product. (1) The reactants are: [Br:1][C:2]1[CH:13]=[CH:12][C:11]([Cl:14])=[CH:10][C:3]=1[CH2:4][C:5]1[N:6]=[N:7][NH:8][N:9]=1.[CH2:15](N(CC)CC)C. Given the product [Br:1][C:2]1[CH:13]=[CH:12][C:11]([Cl:14])=[CH:10][C:3]=1[CH2:4][C:5]1[N:6]=[N:7][N:8]([CH3:15])[N:9]=1, predict the reactants needed to synthesize it. (2) Given the product [CH2:1]([O:3][C:4](=[O:28])[CH2:5][C:6]1[CH:11]=[CH:10][C:9]([O:12][CH3:13])=[C:8]([O:14][C:15]2[CH:20]=[CH:19][C:18]([NH:21][C:33](=[O:34])[C:32]3[CH:31]=[C:30]([Cl:29])[CH:38]=[C:37]([Cl:39])[CH:36]=3)=[CH:17][C:16]=2[CH2:22][S:23][C:24]([CH3:27])([CH3:26])[CH3:25])[CH:7]=1)[CH3:2], predict the reactants needed to synthesize it. The reactants are: [CH2:1]([O:3][C:4](=[O:28])[CH2:5][C:6]1[CH:11]=[CH:10][C:9]([O:12][CH3:13])=[C:8]([O:14][C:15]2[CH:20]=[CH:19][C:18]([NH2:21])=[CH:17][C:16]=2[CH2:22][S:23][C:24]([CH3:27])([CH3:26])[CH3:25])[CH:7]=1)[CH3:2].[Cl:29][C:30]1[CH:31]=[C:32]([CH:36]=[C:37]([Cl:39])[CH:38]=1)[C:33](Cl)=[O:34]. (3) Given the product [Br:1][C:2]1[C:19]([O:20][CH3:21])=[N:18][C:5]2[CH2:6][CH2:7][NH:8][CH2:9][CH2:10][C:4]=2[C:3]=1[OH:22], predict the reactants needed to synthesize it. The reactants are: [Br:1][C:2]1[C:19]([O:20][CH3:21])=[N:18][C:5]2[CH2:6][CH2:7][N:8](C(OC(C)(C)C)=O)[CH2:9][CH2:10][C:4]=2[C:3]=1[OH:22]. (4) Given the product [O:1]1[C:5]2[CH:6]=[CH:7][C:8]([C:10]3[S:11][CH:12]=[C:13]([C:15]([NH:29][C:27]4[S:28][C:24]([N:18]5[CH2:23][CH2:22][CH2:21][CH2:20][CH2:19]5)=[N:25][N:26]=4)=[O:17])[N:14]=3)=[CH:9][C:4]=2[CH2:3][CH2:2]1, predict the reactants needed to synthesize it. The reactants are: [O:1]1[C:5]2[CH:6]=[CH:7][C:8]([C:10]3[S:11][CH:12]=[C:13]([C:15]([OH:17])=O)[N:14]=3)=[CH:9][C:4]=2[CH2:3][CH2:2]1.[N:18]1([C:24]2[S:28][C:27]([NH2:29])=[N:26][N:25]=2)[CH2:23][CH2:22][CH2:21][CH2:20][CH2:19]1.CN(C(ON1N=NC2C=CC=CC1=2)=[N+](C)C)C.F[P-](F)(F)(F)(F)F.O1CCOCC1.CCN(C(C)C)C(C)C. (5) Given the product [C:1]1([C:19]2[CH:24]=[CH:23][CH:22]=[CH:21][CH:20]=2)[CH:2]=[CH:3][C:4]([CH2:7][NH:8][C:9]([C:11]2[S:12][C:13]([NH2:16])=[CH:14][CH:15]=2)=[O:10])=[CH:5][CH:6]=1, predict the reactants needed to synthesize it. The reactants are: [C:1]1([C:19]2[CH:24]=[CH:23][CH:22]=[CH:21][CH:20]=2)[CH:6]=[CH:5][C:4]([CH2:7][NH:8][C:9]([C:11]2[S:12][C:13]([N+:16]([O-])=O)=[CH:14][CH:15]=2)=[O:10])=[CH:3][CH:2]=1.ClCCl.[H][H]. (6) The reactants are: [C:1]([C:3]1[CH:4]=[C:5]2[C:9](=[CH:10][CH:11]=1)[N:8]([CH2:12][C:13]1[CH:18]=[CH:17][CH:16]=[C:15]([O:19][C:20]([F:23])([F:22])[F:21])[CH:14]=1)[C:7]([C:24]([OH:26])=O)=[CH:6]2)#[N:2].[NH2:27][CH2:28][CH2:29][CH:30]([OH:32])[CH3:31]. Given the product [OH:32][CH:30]([CH3:31])[CH2:29][CH2:28][NH:27][C:24]([C:7]1[N:8]([CH2:12][C:13]2[CH:18]=[CH:17][CH:16]=[C:15]([O:19][C:20]([F:21])([F:22])[F:23])[CH:14]=2)[C:9]2[C:5]([CH:6]=1)=[CH:4][C:3]([C:1]#[N:2])=[CH:11][CH:10]=2)=[O:26], predict the reactants needed to synthesize it. (7) The reactants are: [Br:1][C:2]1[CH:3]=[C:4]([OH:8])[CH:5]=[CH:6][CH:7]=1.[Al+3].[Cl-].[Cl-].[Cl-].[C:13](Cl)(=[O:16])[CH2:14][CH3:15].Cl. Given the product [Br:1][C:2]1[CH:7]=[CH:6][C:5]([C:13](=[O:16])[CH2:14][CH3:15])=[C:4]([OH:8])[CH:3]=1, predict the reactants needed to synthesize it.